Dataset: NCI-60 drug combinations with 297,098 pairs across 59 cell lines. Task: Regression. Given two drug SMILES strings and cell line genomic features, predict the synergy score measuring deviation from expected non-interaction effect. (1) Drug 1: C1CN1C2=NC(=NC(=N2)N3CC3)N4CC4. Drug 2: C1=CC(=C2C(=C1NCCNCCO)C(=O)C3=C(C=CC(=C3C2=O)O)O)NCCNCCO. Cell line: NCI/ADR-RES. Synergy scores: CSS=53.8, Synergy_ZIP=-0.785, Synergy_Bliss=-0.654, Synergy_Loewe=1.15, Synergy_HSA=3.45. (2) Drug 1: CCCS(=O)(=O)NC1=C(C(=C(C=C1)F)C(=O)C2=CNC3=C2C=C(C=N3)C4=CC=C(C=C4)Cl)F. Drug 2: CC12CCC3C(C1CCC2=O)CC(=C)C4=CC(=O)C=CC34C. Synergy scores: CSS=61.2, Synergy_ZIP=1.08, Synergy_Bliss=-0.195, Synergy_Loewe=-1.19, Synergy_HSA=2.31. Cell line: MALME-3M.